This data is from Reaction yield outcomes from USPTO patents with 853,638 reactions. The task is: Predict the reaction yield, written as a fraction of the theoretical maximum amount of product (1.0 means a 100% yield; for example, 0.34 means a 34% yield). (1) The reactants are Cl[C:2]1[N:7]=[C:6]([NH:8][C:9]2[CH:17]=[C:16]3[C:12]([CH:13]=[CH:14][NH:15]3)=[CH:11][CH:10]=2)[CH:5]=[N:4][CH:3]=1.[N:18]1[CH:23]=[CH:22][C:21](B(O)O)=[CH:20][CH:19]=1.C(=O)([O-])[O-].[Na+].[Na+]. The catalyst is COCCOC.O.C1C=CC([P]([Pd]([P](C2C=CC=CC=2)(C2C=CC=CC=2)C2C=CC=CC=2)([P](C2C=CC=CC=2)(C2C=CC=CC=2)C2C=CC=CC=2)[P](C2C=CC=CC=2)(C2C=CC=CC=2)C2C=CC=CC=2)(C2C=CC=CC=2)C2C=CC=CC=2)=CC=1. The product is [N:18]1[CH:23]=[CH:22][C:21]([C:2]2[N:7]=[C:6]([NH:8][C:9]3[CH:17]=[C:16]4[C:12]([CH:13]=[CH:14][NH:15]4)=[CH:11][CH:10]=3)[CH:5]=[N:4][CH:3]=2)=[CH:20][CH:19]=1. The yield is 0.365. (2) The reactants are [F:1][C:2]1[CH:11]=[C:10]2[C:5]([CH:6]=[CH:7][NH:8][C:9]2=[O:12])=[CH:4][C:3]=1[O:13][CH3:14].C1C(=O)N([Br:22])C(=O)C1. The catalyst is C(#N)C. The product is [Br:22][C:6]1[C:5]2[C:10](=[CH:11][C:2]([F:1])=[C:3]([O:13][CH3:14])[CH:4]=2)[C:9](=[O:12])[NH:8][CH:7]=1. The yield is 0.592. (3) The reactants are [NH2:1]/[CH:2]=[C:3](\[N:7]([CH2:13][CH3:14])[C:8](=O)[CH:9]([F:11])[F:10])/[C:4](=[O:6])[CH3:5].C(=O)([O-])[O-].[K+].[K+]. The catalyst is O1CCOCC1. The product is [F:10][CH:9]([F:11])[C:8]1[N:7]([CH2:13][CH3:14])[C:3]([C:4](=[O:6])[CH3:5])=[CH:2][N:1]=1. The yield is 0.920. (4) The reactants are [CH2:1]([N:8]1[CH2:13][CH2:12][C:11]([C:22]2[CH:27]=[CH:26][C:25](OS(C(F)(F)F)(=O)=O)=[CH:24][CH:23]=2)([C:14]2[CH:19]=[CH:18][CH:17]=[C:16]([O:20][CH3:21])[CH:15]=2)[CH2:10][CH2:9]1)[C:2]1[CH:7]=[CH:6][CH:5]=[CH:4][CH:3]=1.CS(C)=[O:38].C(N(CC)CC)C.C1(P(C2C=CC=CC=2)CCCP(C2C=CC=CC=2)C2C=CC=CC=2)C=CC=CC=1.[CH2:76]([O:78][CH2:79]C)C. The catalyst is CO.C([O-])(=O)C.[Pd+2].C([O-])(=O)C. The product is [CH3:76][O:78][C:79](=[O:38])[C:25]1[CH:24]=[CH:23][C:22]([C:11]2([C:14]3[CH:19]=[CH:18][CH:17]=[C:16]([O:20][CH3:21])[CH:15]=3)[CH2:12][CH2:13][N:8]([CH2:1][C:2]3[CH:7]=[CH:6][CH:5]=[CH:4][CH:3]=3)[CH2:9][CH2:10]2)=[CH:27][CH:26]=1. The yield is 0.850. (5) The reactants are [CH2:1]([O:3][C:4]([C:6]1([CH2:19][C:20]2[CH:25]=[CH:24][CH:23]=[CH:22][C:21]=2[N+:26]([O-])=O)[CH2:11][CH2:10][N:9]([C:12]([O:14][C:15]([CH3:18])([CH3:17])[CH3:16])=[O:13])[CH2:8][CH2:7]1)=[O:5])[CH3:2]. The catalyst is [Pd].C(O)C. The product is [CH2:1]([O:3][C:4]([C:6]1([CH2:19][C:20]2[CH:25]=[CH:24][CH:23]=[CH:22][C:21]=2[NH2:26])[CH2:11][CH2:10][N:9]([C:12]([O:14][C:15]([CH3:18])([CH3:16])[CH3:17])=[O:13])[CH2:8][CH2:7]1)=[O:5])[CH3:2]. The yield is 0.990.